From a dataset of Full USPTO retrosynthesis dataset with 1.9M reactions from patents (1976-2016). Predict the reactants needed to synthesize the given product. Given the product [CH2:1]([N:3]1[CH2:8][C:7]([CH3:9])([CH3:10])[O:6][C:5](=[O:11])[CH:4]1[CH2:12][C:13]([NH:54][CH2:53][C:52]1[CH:55]=[CH:56][CH:57]=[CH:58][C:51]=1[C:50]([F:49])([F:59])[F:60])=[O:15])[CH3:2], predict the reactants needed to synthesize it. The reactants are: [CH2:1]([N:3]1[CH2:8][C:7]([CH3:10])([CH3:9])[O:6][C:5](=[O:11])[CH:4]1[CH2:12][C:13]([OH:15])=O)[CH3:2].C(N(C(C)C)CC)(C)C.CN(C(ON1N=NC2C=CC=NC1=2)=[N+](C)C)C.F[P-](F)(F)(F)(F)F.[F:49][C:50]([F:60])([F:59])[C:51]1[CH:58]=[CH:57][CH:56]=[CH:55][C:52]=1[CH2:53][NH2:54].